From a dataset of Full USPTO retrosynthesis dataset with 1.9M reactions from patents (1976-2016). Predict the reactants needed to synthesize the given product. Given the product [NH2:30][C:25]1[CH:24]=[C:23]([F:22])[CH:28]=[CH:27][C:26]=1[NH:29][C:17](=[O:19])[C:16]1[CH:15]=[CH:14][C:13]([CH2:12][NH:11][C:9](=[O:10])[CH:8]=[CH:7][C:3]2[CH:2]=[N:1][CH:6]=[CH:5][CH:4]=2)=[CH:21][CH:20]=1, predict the reactants needed to synthesize it. The reactants are: [N:1]1[CH:6]=[CH:5][CH:4]=[C:3]([CH:7]=[CH:8][C:9]([NH:11][CH2:12][C:13]2[CH:21]=[CH:20][C:16]([C:17]([OH:19])=O)=[CH:15][CH:14]=2)=[O:10])[CH:2]=1.[F:22][C:23]1[CH:28]=[CH:27][C:26]([NH2:29])=[C:25]([NH2:30])[CH:24]=1.FC(F)(F)C(O)=O.